From a dataset of NCI-60 drug combinations with 297,098 pairs across 59 cell lines. Regression. Given two drug SMILES strings and cell line genomic features, predict the synergy score measuring deviation from expected non-interaction effect. (1) Drug 1: CC12CCC3C(C1CCC2O)C(CC4=C3C=CC(=C4)O)CCCCCCCCCS(=O)CCCC(C(F)(F)F)(F)F. Drug 2: CC(C)(C#N)C1=CC(=CC(=C1)CN2C=NC=N2)C(C)(C)C#N. Cell line: TK-10. Synergy scores: CSS=-2.63, Synergy_ZIP=-0.775, Synergy_Bliss=-3.70, Synergy_Loewe=-4.24, Synergy_HSA=-3.53. (2) Drug 1: CNC(=O)C1=CC=CC=C1SC2=CC3=C(C=C2)C(=NN3)C=CC4=CC=CC=N4. Drug 2: C1CCC(CC1)NC(=O)N(CCCl)N=O. Cell line: LOX IMVI. Synergy scores: CSS=39.9, Synergy_ZIP=1.05, Synergy_Bliss=1.94, Synergy_Loewe=3.91, Synergy_HSA=4.01. (3) Drug 1: CN(C)C1=NC(=NC(=N1)N(C)C)N(C)C. Drug 2: C1CC(=O)NC(=O)C1N2C(=O)C3=CC=CC=C3C2=O. Cell line: RXF 393. Synergy scores: CSS=-3.55, Synergy_ZIP=1.91, Synergy_Bliss=2.04, Synergy_Loewe=-1.17, Synergy_HSA=-1.24. (4) Drug 1: CC1CCC2CC(C(=CC=CC=CC(CC(C(=O)C(C(C(=CC(C(=O)CC(OC(=O)C3CCCCN3C(=O)C(=O)C1(O2)O)C(C)CC4CCC(C(C4)OC)OCCO)C)C)O)OC)C)C)C)OC. Drug 2: C1=CN(C=N1)CC(O)(P(=O)(O)O)P(=O)(O)O. Cell line: T-47D. Synergy scores: CSS=22.2, Synergy_ZIP=-3.49, Synergy_Bliss=-1.86, Synergy_Loewe=-46.8, Synergy_HSA=-1.67. (5) Drug 1: CCC1(CC2CC(C3=C(CCN(C2)C1)C4=CC=CC=C4N3)(C5=C(C=C6C(=C5)C78CCN9C7C(C=CC9)(C(C(C8N6C)(C(=O)OC)O)OC(=O)C)CC)OC)C(=O)OC)O.OS(=O)(=O)O. Drug 2: CC(C)CN1C=NC2=C1C3=CC=CC=C3N=C2N. Cell line: RXF 393. Synergy scores: CSS=-5.16, Synergy_ZIP=4.47, Synergy_Bliss=1.72, Synergy_Loewe=-3.72, Synergy_HSA=-4.82. (6) Drug 1: C1CCN(CC1)CCOC2=CC=C(C=C2)C(=O)C3=C(SC4=C3C=CC(=C4)O)C5=CC=C(C=C5)O. Drug 2: CC1C(C(CC(O1)OC2CC(OC(C2O)C)OC3=CC4=CC5=C(C(=O)C(C(C5)C(C(=O)C(C(C)O)O)OC)OC6CC(C(C(O6)C)O)OC7CC(C(C(O7)C)O)OC8CC(C(C(O8)C)O)(C)O)C(=C4C(=C3C)O)O)O)O. Cell line: SNB-19. Synergy scores: CSS=27.5, Synergy_ZIP=-3.03, Synergy_Bliss=-2.13, Synergy_Loewe=-20.6, Synergy_HSA=-1.41. (7) Cell line: MDA-MB-231. Drug 1: CC=C1C(=O)NC(C(=O)OC2CC(=O)NC(C(=O)NC(CSSCCC=C2)C(=O)N1)C(C)C)C(C)C. Drug 2: C1C(C(OC1N2C=NC3=C2NC=NCC3O)CO)O. Synergy scores: CSS=43.6, Synergy_ZIP=-0.348, Synergy_Bliss=1.69, Synergy_Loewe=-54.9, Synergy_HSA=-0.979.